From a dataset of Peptide-MHC class II binding affinity with 134,281 pairs from IEDB. Regression. Given a peptide amino acid sequence and an MHC pseudo amino acid sequence, predict their binding affinity value. This is MHC class II binding data. The peptide sequence is RVKLSALTLKGTSYK. The MHC is DRB1_0404 with pseudo-sequence DRB1_0404. The binding affinity (normalized) is 0.666.